Dataset: Full USPTO retrosynthesis dataset with 1.9M reactions from patents (1976-2016). Task: Predict the reactants needed to synthesize the given product. Given the product [N:17]1([CH2:1][C:3]2[CH:8]=[CH:7][C:6]([N:9]3[CH2:14][CH2:13][CH:12]([CH2:15][N:9]4[CH2:34][CH2:33][CH2:4][CH2:5][CH2:6]4)[CH2:11][CH2:10]3)=[CH:5][CH:4]=2)[CH2:22][CH2:21][CH2:20][CH2:19][CH2:18]1, predict the reactants needed to synthesize it. The reactants are: [CH:1]([C:3]1[CH:8]=[CH:7][C:6]([N:9]2[CH2:14][CH2:13][CH:12]([CH:15]=O)[CH2:11][CH2:10]2)=[CH:5][CH:4]=1)=O.[NH:17]1[CH2:22][CH2:21][CH2:20][CH2:19][CH2:18]1.C(O[BH-](O[C:33](=O)[CH3:34])OC(=O)C)(=O)C.[Na+].[OH-].[Na+].